Predict the reaction yield, written as a fraction of the theoretical maximum amount of product (1.0 means a 100% yield; for example, 0.34 means a 34% yield). From a dataset of Reaction yield outcomes from USPTO patents with 853,638 reactions. The reactants are C1C=CC(P(C2C(C3C(P(C4C=CC=CC=4)C4C=CC=CC=4)=CC=C4C=3C=CC=C4)=C3C(C=CC=C3)=CC=2)C2C=CC=CC=2)=CC=1.C(=O)([O-])[O-].[Cs+].[Cs+].[F:53][C:54]1[CH:55]=[C:56]([CH:60]([NH2:62])[CH3:61])[CH:57]=[CH:58][CH:59]=1.[Cl:63][C:64]1[CH:80]=[CH:79][C:67]2[CH2:68][CH2:69][N:70]([C:73](=[O:78])[C:74]([F:77])([F:76])[F:75])[CH2:71][CH2:72][C:66]=2[C:65]=1OS(C(F)(F)F)(=O)=O. The catalyst is C1(C)C=CC=CC=1.CCOC(C)=O.C([O-])(=O)C.[Pd+2].C([O-])(=O)C. The product is [Cl:63][C:64]1[CH:80]=[CH:79][C:67]2[CH2:68][CH2:69][N:70]([C:73](=[O:78])[C:74]([F:75])([F:77])[F:76])[CH2:71][CH2:72][C:66]=2[C:65]=1[NH:62][CH:60]([C:56]1[CH:57]=[CH:58][CH:59]=[C:54]([F:53])[CH:55]=1)[CH3:61]. The yield is 0.560.